Dataset: Forward reaction prediction with 1.9M reactions from USPTO patents (1976-2016). Task: Predict the product of the given reaction. (1) Given the reactants [Cl:1][C:2]1[CH:7]=[CH:6][C:5]([NH:8][C:9](=[O:17])OC2C=CC=CC=2)=[C:4]([C:18]#[N:19])[CH:3]=1.O1CCCC1.[CH3:25][NH2:26], predict the reaction product. The product is: [Cl:1][C:2]1[CH:7]=[CH:6][C:5]([NH:8][C:9]([NH:26][CH3:25])=[O:17])=[C:4]([C:18]#[N:19])[CH:3]=1. (2) Given the reactants O=[C:2]1[CH2:7][CH2:6][N:5]([CH2:8][C:9]2[N:14]=[C:13]([NH:15][C:16]([NH:18][C:19]3[N:20]=[C:21]([C:24]4[CH:29]=[CH:28][N:27]=[CH:26][CH:25]=4)[S:22][CH:23]=3)=[O:17])[CH:12]=[CH:11][CH:10]=2)[CH2:4][CH2:3]1.[CH2:30]([NH2:33])[CH2:31][CH3:32].[BH4-].[Na+], predict the reaction product. The product is: [CH2:30]([NH:33][CH:2]1[CH2:7][CH2:6][N:5]([CH2:8][C:9]2[N:14]=[C:13]([NH:15][C:16]([NH:18][C:19]3[N:20]=[C:21]([C:24]4[CH:29]=[CH:28][N:27]=[CH:26][CH:25]=4)[S:22][CH:23]=3)=[O:17])[CH:12]=[CH:11][CH:10]=2)[CH2:4][CH2:3]1)[CH2:31][CH3:32]. (3) Given the reactants [S:1]1[CH:5]=[CH:4][CH:3]=[C:2]1[C:6](=[O:10])[CH2:7][C:8]#[N:9].C(N(CC)CC)C.C(O)=O, predict the reaction product. The product is: [S:1]1[CH:5]=[CH:4][CH:3]=[C:2]1[CH:6]([OH:10])[CH2:7][C:8]#[N:9]. (4) Given the reactants [OH:1][C:2]1[CH:7]=[N:6][N:5]([CH:8]2[CH2:13][CH2:12][CH2:11][CH2:10][O:9]2)[C:4](=[O:14])[CH:3]=1.[Cl:15][C:16]1[CH:17]=[CH:18][C:19]([CH2:22]O)=[N:20][CH:21]=1.C1(P(C2C=CC=CC=2)C2C=CC=CC=2)C=CC=CC=1.N(C(OC(C)C)=O)=NC(OC(C)C)=O, predict the reaction product. The product is: [Cl:15][C:16]1[CH:17]=[CH:18][C:19]([CH2:22][O:1][C:2]2[CH:7]=[N:6][N:5]([CH:8]3[CH2:13][CH2:12][CH2:11][CH2:10][O:9]3)[C:4](=[O:14])[CH:3]=2)=[N:20][CH:21]=1. (5) Given the reactants [F:1][C:2]1[CH:10]=[C:9]([C:11]([F:14])([F:13])[F:12])[CH:8]=[CH:7][C:3]=1[C:4](Cl)=[O:5].[NH2:15][C:16]([CH3:32])([CH2:19][N:20]1[CH:28]=[C:27]2[C:22]([C:23]([Cl:31])=[C:24]([Cl:30])[CH:25]=[C:26]2[Cl:29])=[N:21]1)[C:17]#[N:18], predict the reaction product. The product is: [C:17]([C:16]([NH:15][C:4](=[O:5])[C:3]1[CH:7]=[CH:8][C:9]([C:11]([F:14])([F:13])[F:12])=[CH:10][C:2]=1[F:1])([CH3:32])[CH2:19][N:20]1[CH:28]=[C:27]2[C:22]([C:23]([Cl:31])=[C:24]([Cl:30])[CH:25]=[C:26]2[Cl:29])=[N:21]1)#[N:18]. (6) Given the reactants [F:1][C:2]1[CH:7]=[C:6]([F:8])[CH:5]=[CH:4][C:3]=1[N:9]1[C:13]([C:14]2[S:23][C:22]3[C:21]4[N:24]=[C:25]([C:28]5[CH:29]=[N:30][C:31](F)=[CH:32][CH:33]=5)[CH:26]=[CH:27][C:20]=4[O:19][CH2:18][CH2:17][C:16]=3[CH:15]=2)=[N:12][CH:11]=[N:10]1.CS(CCN)(=O)=[O:37].[CH3:42][CH2:43][N:44](C(C)C)C(C)C, predict the reaction product. The product is: [F:1][C:2]1[CH:7]=[C:6]([F:8])[CH:5]=[CH:4][C:3]=1[N:9]1[C:13]([C:14]2[S:23][C:22]3[C:21]4[N:24]=[C:25]([C:28]5[CH:33]=[CH:32][C:31]([NH:44][CH2:43][CH2:42][OH:37])=[N:30][CH:29]=5)[CH:26]=[CH:27][C:20]=4[O:19][CH2:18][CH2:17][C:16]=3[CH:15]=2)=[N:12][CH:11]=[N:10]1.